This data is from Peptide-MHC class II binding affinity with 134,281 pairs from IEDB. The task is: Regression. Given a peptide amino acid sequence and an MHC pseudo amino acid sequence, predict their binding affinity value. This is MHC class II binding data. (1) The peptide sequence is NPQKENDQYIFTGQP. The MHC is DRB1_0405 with pseudo-sequence DRB1_0405. The binding affinity (normalized) is 0. (2) The peptide sequence is NLADAVSKAPQLVPK. The MHC is HLA-DQA10104-DQB10503 with pseudo-sequence HLA-DQA10104-DQB10503. The binding affinity (normalized) is 0.0174. (3) The peptide sequence is SLMYFHKRDMRLLSL. The MHC is HLA-DQA10501-DQB10303 with pseudo-sequence HLA-DQA10501-DQB10303. The binding affinity (normalized) is 0.315. (4) The peptide sequence is DKELYPLASLRSLFG. The MHC is HLA-DPA10103-DPB10301 with pseudo-sequence HLA-DPA10103-DPB10301. The binding affinity (normalized) is 0.293.